The task is: Predict the product of the given reaction.. This data is from Forward reaction prediction with 1.9M reactions from USPTO patents (1976-2016). (1) Given the reactants [CH3:1][C:2]1[C:7]([N+:8]([O-:10])=[O:9])=[CH:6][N:5]=[C:4]([O:11][C:12]2[CH:17]=[CH:16][CH:15]=[CH:14][CH:13]=2)[CH:3]=1.CO[CH:20](OC)[N:21]([CH3:23])[CH3:22], predict the reaction product. The product is: [CH3:20][N:21]([CH3:23])[CH:22]=[CH:1][C:2]1[C:7]([N+:8]([O-:10])=[O:9])=[CH:6][N:5]=[C:4]([O:11][C:12]2[CH:13]=[CH:14][CH:15]=[CH:16][CH:17]=2)[CH:3]=1. (2) Given the reactants CS(O[CH2:6][C@H:7]([CH3:15])[CH2:8][CH2:9]OS(C)(=O)=O)(=O)=O.[NH2:16][CH2:17][CH2:18][OH:19].C([O-])([O-])=O.[K+].[K+].C(Cl)Cl, predict the reaction product. The product is: [CH3:15][C@@H:7]1[CH2:8][CH2:9][N:16]([CH2:17][CH2:18][OH:19])[CH2:6]1. (3) Given the reactants [Cl:1][CH2:2][C@H:3]1[C:11]2[C:10]3[CH:12]=[CH:13][CH:14]=[CH:15][C:9]=3[C:8]([OH:16])=[CH:7][C:6]=2[N:5]([C:17](=[O:22])[C:18]([F:21])([F:20])[F:19])[CH2:4]1.[C:23]([O:27][P:28](N(C(C)C)C(C)C)[O:29][C:30]([CH3:33])([CH3:32])[CH3:31])([CH3:26])([CH3:25])[CH3:24].N1C=NN=N1.[OH:46]O, predict the reaction product. The product is: [P:28]([O:16][C:8]1[C:9]2[CH:15]=[CH:14][CH:13]=[CH:12][C:10]=2[C:11]2[C@H:3]([CH2:2][Cl:1])[CH2:4][N:5]([C:17](=[O:22])[C:18]([F:21])([F:19])[F:20])[C:6]=2[CH:7]=1)([O:27][C:23]([CH3:24])([CH3:25])[CH3:26])([O:29][C:30]([CH3:31])([CH3:32])[CH3:33])=[O:46]. (4) Given the reactants [CH3:1][O:2][C:3]1[C:4]([N:16]2[CH2:21][CH2:20][O:19][CH2:18][CH2:17]2)=[N:5][C:6]([C:9]2[CH:14]=[CH:13][C:12]([NH2:15])=[CH:11][CH:10]=2)=[N:7][CH:8]=1.C(=O)(O)[O-].[Na+].Cl[C:28]([O:30][C:31]1[CH:36]=[CH:35][CH:34]=[CH:33][CH:32]=1)=[O:29], predict the reaction product. The product is: [C:31]1([O:30][C:28](=[O:29])[NH:15][C:12]2[CH:13]=[CH:14][C:9]([C:6]3[N:5]=[C:4]([N:16]4[CH2:21][CH2:20][O:19][CH2:18][CH2:17]4)[C:3]([O:2][CH3:1])=[CH:8][N:7]=3)=[CH:10][CH:11]=2)[CH:36]=[CH:35][CH:34]=[CH:33][CH:32]=1. (5) Given the reactants [CH:1]([C:4]1[N:8]2[CH:9]=[C:10]([S:13][C:14]3[CH:19]=[CH:18][CH:17]=[CH:16][C:15]=3[CH2:20][OH:21])[CH:11]=[CH:12][C:7]2=[N:6][N:5]=1)([CH3:3])[CH3:2].[CH2:22]([N:24]=[C:25]=[O:26])[CH3:23], predict the reaction product. The product is: [CH:1]([C:4]1[N:8]2[CH:9]=[C:10]([S:13][C:14]3[CH:19]=[CH:18][CH:17]=[CH:16][C:15]=3[CH2:20][O:21][C:25](=[O:26])[NH:24][CH2:22][CH3:23])[CH:11]=[CH:12][C:7]2=[N:6][N:5]=1)([CH3:3])[CH3:2]. (6) Given the reactants [Cl:1][C:2]1[N:10]([C:11]2[CH:16]=[CH:15][C:14]([C:17]3[CH:22]=[CH:21][CH:20]=[C:19]([O:23][CH3:24])[C:18]=3[OH:25])=[CH:13][CH:12]=2)[C:9]2[C:8](=[O:26])[N:7]([CH2:27][CH2:28][C:29]([OH:31])=[O:30])[C:6](=[O:32])[NH:5][C:4]=2[CH:3]=1.Cl.[CH:34](O)([CH3:36])[CH3:35], predict the reaction product. The product is: [Cl:1][C:2]1[N:10]([C:11]2[CH:16]=[CH:15][C:14]([C:17]3[CH:22]=[CH:21][CH:20]=[C:19]([O:23][CH3:24])[C:18]=3[OH:25])=[CH:13][CH:12]=2)[C:9]2[C:8](=[O:26])[N:7]([CH2:27][CH2:28][C:29]([O:31][CH:34]([CH3:36])[CH3:35])=[O:30])[C:6](=[O:32])[NH:5][C:4]=2[CH:3]=1. (7) The product is: [CH3:20][O:19][CH2:18][CH2:17][O:16][C:14]1[CH:13]=[CH:12][C:11]([CH3:21])=[C:10]([C:9]2[C:5]3[CH:4]=[C:3]([CH2:2][O:24][C:25]4[N:30]=[CH:29][C:28]([C@@H:31]([C:38]#[C:39][CH3:40])[CH2:32][C:33]([O:35][CH2:36][CH3:37])=[O:34])=[CH:27][CH:26]=4)[CH:23]=[CH:22][C:6]=3[S:7][CH:8]=2)[CH:15]=1. Given the reactants Br[CH2:2][C:3]1[CH:23]=[CH:22][C:6]2[S:7][CH:8]=[C:9]([C:10]3[CH:15]=[C:14]([O:16][CH2:17][CH2:18][O:19][CH3:20])[CH:13]=[CH:12][C:11]=3[CH3:21])[C:5]=2[CH:4]=1.[OH:24][C:25]1[N:30]=[CH:29][C:28]([C@@H:31]([C:38]#[C:39][CH3:40])[CH2:32][C:33]([O:35][CH2:36][CH3:37])=[O:34])=[CH:27][CH:26]=1, predict the reaction product.